This data is from Catalyst prediction with 721,799 reactions and 888 catalyst types from USPTO. The task is: Predict which catalyst facilitates the given reaction. (1) Reactant: [Cl:1][C:2]1[CH:7]=[CH:6][C:5]([CH:8]([C:20]2[CH:25]=[CH:24][C:23]([Cl:26])=[CH:22][CH:21]=2)[C:9]2[CH:10]=[C:11]3[C:16](=[CH:17][CH:18]=2)[N:15]=[CH:14][N:13]=[C:12]3Cl)=[CH:4][CH:3]=1.Cl.[NH2:28][CH:29]1[CH2:34][CH2:33][N:32]([C:35](=[O:41])[CH2:36][C:37]([F:40])([F:39])[F:38])[CH2:31][CH2:30]1. Product: [Cl:26][C:23]1[CH:22]=[CH:21][C:20]([CH:8]([C:5]2[CH:6]=[CH:7][C:2]([Cl:1])=[CH:3][CH:4]=2)[C:9]2[CH:10]=[C:11]3[C:16](=[CH:17][CH:18]=2)[N:15]=[CH:14][N:13]=[C:12]3[NH:28][CH:29]2[CH2:30][CH2:31][N:32]([C:35](=[O:41])[CH2:36][C:37]([F:38])([F:39])[F:40])[CH2:33][CH2:34]2)=[CH:25][CH:24]=1. The catalyst class is: 32. (2) Reactant: [Cl:1][C:2]1[CH:7]=[C:6](I)[C:5]([Cl:9])=[CH:4][N:3]=1.[NH2:10][C:11]1[CH:18]=[CH:17][CH:16]=[CH:15][C:12]=1[C:13]#[N:14].[O-]P(OP(OP([O-])([O-])=O)([O-])=O)(=O)[O-].[K+].[K+].[K+].[K+].[K+].N#N.C1C=CC(P(C2C(OC3C(P(C4C=CC=CC=4)C4C=CC=CC=4)=CC=CC=3)=CC=CC=2)C2C=CC=CC=2)=CC=1. Product: [Cl:1][C:2]1[CH:7]=[C:6]([NH:10][C:11]2[CH:18]=[CH:17][CH:16]=[CH:15][C:12]=2[C:13]#[N:14])[C:5]([Cl:9])=[CH:4][N:3]=1. The catalyst class is: 160. (3) Reactant: C([Mg]Cl)(C)(C)C.[C:7]([O:11][C:12](=[O:31])[NH:13][C@:14]1([CH3:30])[C@H:18]([OH:19])[C@@H:17]([CH2:20][OH:21])[O:16][C@H:15]1[N:22]1[CH:27]=[CH:26][C:25](=[O:28])[NH:24][C:23]1=[O:29])([CH3:10])([CH3:9])[CH3:8].[N+](C1C=CC([P:41]([NH:50][C@@H:51]([CH3:61])[C:52]([O:54][CH2:55][CH2:56][C:57]([CH3:60])([CH3:59])[CH3:58])=[O:53])([O:43][C:44]2[CH:49]=[CH:48][CH:47]=[CH:46][CH:45]=2)=[O:42])=CC=1)([O-])=O.[Cl-].[NH4+]. Product: [C:7]([O:11][C:12]([NH:13][C@@:14]1([CH3:30])[C@H:15]([N:22]2[CH:27]=[CH:26][C:25](=[O:28])[NH:24][C:23]2=[O:29])[O:16][C@H:17]([CH2:20][O:21][P:41]([NH:50][C@@H:51]([CH3:61])[C:52]([O:54][CH2:55][CH2:56][C:57]([CH3:60])([CH3:59])[CH3:58])=[O:53])([O:43][C:44]2[CH:49]=[CH:48][CH:47]=[CH:46][CH:45]=2)=[O:42])[C@H:18]1[OH:19])=[O:31])([CH3:10])([CH3:8])[CH3:9]. The catalyst class is: 1. (4) Reactant: [Cl:1][C:2]1[CH:7]=[CH:6][C:5]([CH:8]([CH2:12][OH:13])[C:9]([OH:11])=O)=[CH:4][CH:3]=1.[NH2:14][C:15]1[CH:16]=[C:17]([C:21]([C:23]2[C:31]3[CH:30]=[N:29][CH:28]=[N:27][C:26]=3[N:25]([CH:32]([CH3:34])[CH3:33])[CH:24]=2)=[O:22])[CH:18]=[N:19][CH:20]=1.C(N(C(C)C)CC)(C)C.CCN=C=NCCCN(C)C.Cl.Cl.C1C=CC2N(O)N=NC=2C=1. Product: [Cl:1][C:2]1[CH:3]=[CH:4][C:5]([CH:8]([CH2:12][OH:13])[C:9]([NH:14][C:15]2[CH:20]=[N:19][CH:18]=[C:17]([C:21]([C:23]3[C:31]4[CH:30]=[N:29][CH:28]=[N:27][C:26]=4[N:25]([CH:32]([CH3:34])[CH3:33])[CH:24]=3)=[O:22])[CH:16]=2)=[O:11])=[CH:6][CH:7]=1. The catalyst class is: 1. (5) Reactant: [CH3:1][O:2][C:3]1[CH:8]=[CH:7][C:6]([CH:9]([NH:18][C:19](=[O:33])[C@@H:20]([CH3:32])[NH:21]C(OCC2C=CC=CC=2)=O)[C:10]2[CH:15]=[CH:14][C:13]([O:16][CH3:17])=[CH:12][CH:11]=2)=[CH:5][CH:4]=1. Product: [CH3:17][O:16][C:13]1[CH:12]=[CH:11][C:10]([CH:9]([NH:18][C:19](=[O:33])[C@@H:20]([CH3:32])[NH2:21])[C:6]2[CH:7]=[CH:8][C:3]([O:2][CH3:1])=[CH:4][CH:5]=2)=[CH:15][CH:14]=1. The catalyst class is: 541. (6) Reactant: C([O:3][C:4]([C:6]1[N:7]=[CH:8][N:9]([CH3:26])[C:10]=1[N:11](C(OC(C)(C)C)=O)[C:12]([O:14][C:15]([CH3:18])([CH3:17])[CH3:16])=[O:13])=[O:5])C.[Li+].[OH-]. Product: [C:15]([O:14][C:12]([NH:11][C:10]1[N:9]([CH3:26])[CH:8]=[N:7][C:6]=1[C:4]([OH:5])=[O:3])=[O:13])([CH3:18])([CH3:16])[CH3:17]. The catalyst class is: 20. (7) Reactant: [OH-].[Na+].BrBr.[F:5][C:6]1[CH:28]=[C:27]([F:29])[CH:26]=[CH:25][C:7]=1[O:8][C:9]1[C:10](C(N)=O)=[N:11][CH:12]=[C:13]([S:15][C:16]2[CH:21]=[CH:20][CH:19]=[CH:18][N:17]=2)[CH:14]=1.[Cl-].[NH4+:31]. Product: [NH2:31][C:10]1[C:9]([O:8][C:7]2[CH:25]=[CH:26][C:27]([F:29])=[CH:28][C:6]=2[F:5])=[CH:14][C:13]([S:15][C:16]2[CH:21]=[CH:20][CH:19]=[CH:18][N:17]=2)=[CH:12][N:11]=1. The catalyst class is: 684. (8) Reactant: [F:1][C:2]1([CH2:8][O:9][C:10]2[CH:15]=[CH:14][C:13]([S:16]([NH2:19])(=[O:18])=[O:17])=[CH:12][C:11]=2[N+:20]([O-:22])=[O:21])[CH2:7][CH2:6][NH:5][CH2:4][CH2:3]1.[O:23]1[CH2:26][C:25](=O)[CH2:24]1.C([BH3-])#N. Product: [F:1][C:2]1([CH2:8][O:9][C:10]2[CH:15]=[CH:14][C:13]([S:16]([NH2:19])(=[O:18])=[O:17])=[CH:12][C:11]=2[N+:20]([O-:22])=[O:21])[CH2:7][CH2:6][N:5]([CH:25]2[CH2:26][O:23][CH2:24]2)[CH2:4][CH2:3]1. The catalyst class is: 506. (9) Reactant: [OH:1][C:2]1[CH:7]=[CH:6][CH:5]=[CH:4][C:3]=1[C:8]1[N:12]=[C:11]([C:13]2[CH:18]=[CH:17][CH:16]=[CH:15][C:14]=2[OH:19])[N:10]([C:20]2[CH:28]=[CH:27][C:23]([C:24]([OH:26])=O)=[CH:22][CH:21]=2)[N:9]=1.C(N(CC)CC)C.[CH3:36][N:37]1[CH2:42][CH2:41][NH:40][CH2:39][CH2:38]1. Product: [OH:1][C:2]1[CH:7]=[CH:6][CH:5]=[CH:4][C:3]=1[C:8]1[N:12]=[C:11]([C:13]2[CH:18]=[CH:17][CH:16]=[CH:15][C:14]=2[OH:19])[N:10]([C:20]2[CH:28]=[CH:27][C:23]([C:24]([N:40]3[CH2:41][CH2:42][N:37]([CH3:36])[CH2:38][CH2:39]3)=[O:26])=[CH:22][CH:21]=2)[N:9]=1. The catalyst class is: 7. (10) Reactant: C([N:8]1[CH2:13][CH2:12][CH:11]([N:14]2[CH2:23][C:22]3[C:17](=[CH:18][CH:19]=[C:20]([OH:24])[CH:21]=3)[NH:16][C:15]2=[O:25])[CH2:10][CH2:9]1)C1C=CC=CC=1. Product: [OH:24][C:20]1[CH:21]=[C:22]2[C:17](=[CH:18][CH:19]=1)[NH:16][C:15](=[O:25])[N:14]([CH:11]1[CH2:12][CH2:13][NH:8][CH2:9][CH2:10]1)[CH2:23]2. The catalyst class is: 19.